This data is from Full USPTO retrosynthesis dataset with 1.9M reactions from patents (1976-2016). The task is: Predict the reactants needed to synthesize the given product. (1) Given the product [CH3:8][C:4]1[CH:5]=[C:12]([CH:11]([CH3:14])[CH2:10][CH:9]=[O:13])[CH:7]=[CH:2][CH:3]=1, predict the reactants needed to synthesize it. The reactants are: Br[C:2]1[CH:3]=[C:4]([CH3:8])[CH:5]=C[CH:7]=1.[CH2:9]([OH:13])[CH:10]=[CH:11][CH3:12].[C:14](=O)([O-])[O-].[Na+].[Na+].C1(C)C=CC=CC=1P(C1C=CC=CC=1C)C1C=CC=CC=1C. (2) Given the product [CH:1]1([C:7]2[C:15]3[C:10](=[CH:11][C:12]([C:16]([OH:18])=[O:17])=[CH:13][CH:14]=3)[N:9]([CH2:19][C:20]([N:22]3[CH2:23][CH2:24][O:25][CH2:26][CH2:27]3)=[O:21])[C:8]=2[C:28]2[CH:33]=[CH:32][C:31]([C:90]3[CH:91]=[CH:92][CH:93]=[C:88]([N+:85]([O-:87])=[O:86])[CH:89]=3)=[CH:30][CH:29]=2)[CH2:6][CH2:5][CH2:4][CH2:3][CH2:2]1, predict the reactants needed to synthesize it. The reactants are: [CH:1]1([C:7]2[C:15]3[C:10](=[CH:11][C:12]([C:16]([OH:18])=[O:17])=[CH:13][CH:14]=3)[N:9]([CH2:19][C:20]([N:22]3[CH2:27][CH2:26][O:25][CH2:24][CH2:23]3)=[O:21])[C:8]=2[C:28]2[CH:33]=[CH:32][C:31](C3C=CC(N(C)C)=CC=3)=[CH:30][CH:29]=2)[CH2:6][CH2:5][CH2:4][CH2:3][CH2:2]1.COC(C1C=C2C(C(C3CCCCC3)=C(C3C=CC(OS(C(F)(F)F)(=O)=O)=CC=3)N2CC(N2CCOCC2)=O)=CC=1)=O.[N+:85]([C:88]1[CH:89]=[C:90](B(O)O)[CH:91]=[CH:92][CH:93]=1)([O-:87])=[O:86]. (3) Given the product [C:3]([C:7]1[CH:8]=[C:9]([NH:13][C:14]([NH:16][C:17]2[CH:22]=[CH:21][C:20]([CH2:23][N:24]3[CH2:29][CH2:28][N:27]([C:52]([C:53]4[CH:58]=[CH:57][N:56]=[CH:55][CH:54]=4)=[O:59])[CH2:26][CH2:25]3)=[CH:19][CH:18]=2)=[O:15])[N:10]([CH3:12])[N:11]=1)([CH3:6])([CH3:4])[CH3:5], predict the reactants needed to synthesize it. The reactants are: Cl.Cl.[C:3]([C:7]1[CH:8]=[C:9]([NH:13][C:14]([NH:16][C:17]2[CH:22]=[CH:21][C:20]([CH2:23][N:24]3[CH2:29][CH2:28][NH:27][CH2:26][CH2:25]3)=[CH:19][CH:18]=2)=[O:15])[N:10]([CH3:12])[N:11]=1)([CH3:6])([CH3:5])[CH3:4].CCN(C(C)C)C(C)C.N=C=N.C1C=CC2N(O)N=NC=2C=1.[C:52](O)(=[O:59])[C:53]1[CH:58]=[CH:57][N:56]=[CH:55][CH:54]=1.C(O)C(N)(CO)CO.